From a dataset of Full USPTO retrosynthesis dataset with 1.9M reactions from patents (1976-2016). Predict the reactants needed to synthesize the given product. (1) Given the product [CH3:1][C:2]1[CH:7]=[C:6]([C:8]([N:10]2[C:16]3[CH:17]=[CH:18][CH:19]=[CH:20][C:15]=3[CH2:14][N:13]3[C:21]([C:24]([NH:26][CH2:27][CH:28]4[CH2:33][CH2:32][CH2:31][NH:30][CH2:29]4)=[O:25])=[CH:22][CH:23]=[C:12]3[CH2:11]2)=[O:9])[CH:5]=[CH:4][C:3]=1[C:41]1[CH:46]=[CH:45][CH:44]=[CH:43][C:42]=1[CH3:47], predict the reactants needed to synthesize it. The reactants are: [CH3:1][C:2]1[CH:7]=[C:6]([C:8]([N:10]2[C:16]3[CH:17]=[CH:18][CH:19]=[CH:20][C:15]=3[CH2:14][N:13]3[C:21]([C:24]([NH:26][CH2:27][CH:28]4[CH2:33][CH2:32][CH2:31][N:30](C(OC(C)(C)C)=O)[CH2:29]4)=[O:25])=[CH:22][CH2:23][C:12]3=[CH:11]2)=[O:9])[CH:5]=[CH:4][C:3]=1[C:41]1[CH:46]=[CH:45][CH:44]=[CH:43][C:42]=1[CH3:47].FC(F)(F)C(O)=O. (2) Given the product [N:37]([CH2:21][C:15]1[C:16]([O:19][CH3:20])=[N:17][CH:18]=[C:13]([F:12])[CH:14]=1)=[N+:38]=[N-:39], predict the reactants needed to synthesize it. The reactants are: N12CCCN=C1CCCCC2.[F:12][C:13]1[CH:14]=[C:15]([CH2:21]O)[C:16]([O:19][CH3:20])=[N:17][CH:18]=1.C1(P([N:37]=[N+:38]=[N-:39])(C2C=CC=CC=2)=O)C=CC=CC=1. (3) Given the product [F:1][C:2]1[CH:11]=[C:10]([NH:12][C:13]([C:15]2[S:16][C:17]([CH:23]([CH3:25])[CH3:24])=[C:18]([CH:20]([CH3:21])[CH3:22])[CH:19]=2)=[O:14])[CH:9]=[CH:8][C:3]=1[C:4]([OH:6])=[O:5], predict the reactants needed to synthesize it. The reactants are: [F:1][C:2]1[CH:11]=[C:10]([NH:12][C:13]([C:15]2[S:16][C:17]([CH:23]([CH3:25])[CH3:24])=[C:18]([CH:20]([CH3:22])[CH3:21])[CH:19]=2)=[O:14])[CH:9]=[CH:8][C:3]=1[C:4]([O:6]C)=[O:5]. (4) Given the product [CH2:3]([O:5][C:6](=[O:14])[CH2:7][N:8]1[CH2:12][CH2:11][C@@H:10]([NH:13][C:20](=[O:21])[C:19]2[CH:23]=[CH:24][C:16]([Cl:15])=[CH:17][CH:18]=2)[CH2:9]1)[CH3:4], predict the reactants needed to synthesize it. The reactants are: Cl.Cl.[CH2:3]([O:5][C:6](=[O:14])[CH2:7][N:8]1[CH2:12][CH2:11][C@@H:10]([NH2:13])[CH2:9]1)[CH3:4].[Cl:15][C:16]1[CH:24]=[CH:23][C:19]([C:20](O)=[O:21])=[CH:18][CH:17]=1. (5) Given the product [CH2:1]([O:8][C:9]([N:11]1[CH2:23][CH2:22][C:21]2[C:20]3[C:15](=[CH:16][CH:17]=[CH:18][CH:19]=3)[N:14]([CH2:32][C:31]3[CH:30]=[CH:29][C:28]([C:27]([F:26])([F:36])[F:37])=[CH:35][CH:34]=3)[C:13]=2[CH2:12]1)=[O:10])[C:2]1[CH:3]=[CH:4][CH:5]=[CH:6][CH:7]=1, predict the reactants needed to synthesize it. The reactants are: [CH2:1]([O:8][C:9]([N:11]1[CH2:23][CH2:22][C:21]2[C:20]3[C:15](=[CH:16][CH:17]=[CH:18][CH:19]=3)[NH:14][C:13]=2[CH2:12]1)=[O:10])[C:2]1[CH:7]=[CH:6][CH:5]=[CH:4][CH:3]=1.[H-].[Na+].[F:26][C:27]([F:37])([F:36])[C:28]1[CH:35]=[CH:34][C:31]([CH2:32]Br)=[CH:30][CH:29]=1.O. (6) Given the product [NH2:13][C:11]1[N:12]=[C:7]([N:1]2[CH2:6][CH2:5][N:4]([C:30](=[O:31])[CH2:29][O:28][C:27]3[CH:33]=[CH:34][C:24]([Cl:23])=[CH:25][CH:26]=3)[CH2:3][CH2:2]2)[C:8]2[N:16]=[C:15]([C:17]3[CH:22]=[CH:21][N:20]=[CH:19][CH:18]=3)[S:14][C:9]=2[N:10]=1, predict the reactants needed to synthesize it. The reactants are: [N:1]1([C:7]2[C:8]3[N:16]=[C:15]([C:17]4[CH:22]=[CH:21][N:20]=[CH:19][CH:18]=4)[S:14][C:9]=3[N:10]=[C:11]([NH2:13])[N:12]=2)[CH2:6][CH2:5][NH:4][CH2:3][CH2:2]1.[Cl:23][C:24]1[CH:34]=[CH:33][C:27]([O:28][CH2:29][C:30](O)=[O:31])=[CH:26][CH:25]=1. (7) Given the product [F:42][C:36]1[CH:37]=[CH:38][CH:39]=[C:40]([F:41])[C:35]=1[CH2:34][CH2:33][CH2:32][O:31][C:29]([NH:28][C:16]1[S:17][C:18]([C:19]2[CH:20]=[CH:21][C:22]([N+:25]([O-:27])=[O:26])=[CH:23][CH:24]=2)=[C:11]([CH2:10][N:7]([CH3:5])[CH3:8])[C:15]=1[C:43]([O:45][CH2:46][CH3:47])=[O:44])=[O:30], predict the reactants needed to synthesize it. The reactants are: Cl.CNC.[CH2:5]([N:7]([CH2:10][CH3:11])[CH2:8]C)C.BrCC1[C:15]([C:43]([O:45][CH2:46][CH3:47])=[O:44])=[C:16]([NH:28][C:29]([O:31][CH2:32][CH2:33][CH2:34][C:35]2[C:40]([F:41])=[CH:39][CH:38]=[CH:37][C:36]=2[F:42])=[O:30])[S:17][C:18]=1[C:19]1[CH:24]=[CH:23][C:22]([N+:25]([O-:27])=[O:26])=[CH:21][CH:20]=1.